From a dataset of Catalyst prediction with 721,799 reactions and 888 catalyst types from USPTO. Predict which catalyst facilitates the given reaction. (1) Reactant: [CH:1]12[O:10][CH:7]([CH:8]=[CH:9]1)[CH:6]1[CH:2]2[C:3](=[O:12])[CH2:4][C:5]1=[O:11].[CH3:13]O. Product: [CH3:13][C:7]12[O:10][CH:1]([CH2:9][CH2:8]1)[CH:2]1[CH:6]2[C:5](=[O:11])[CH2:4][C:3]1=[O:12]. The catalyst class is: 45. (2) Reactant: [C:1]([O:4][CH2:5][C@@H:6]1[C@@H:11]([O:12][C:13](=[O:15])[CH3:14])[C@H:10]([OH:16])[C@H:9]([OH:17])[C@@H:8]([C:18]2[CH:27]=[CH:26][C:25]3[C:20](=[CH:21][CH:22]=[C:23]([OH:28])[CH:24]=3)[CH:19]=2)[O:7]1)(=[O:3])[CH3:2].CCN(CC)CC.[F:36][C:37]([F:56])([F:55])[S:38](N(C1C=CC=CC=1)[S:38]([C:37]([F:56])([F:55])[F:36])(=[O:40])=[O:39])(=[O:40])=[O:39]. Product: [C:1]([O:4][CH2:5][C@@H:6]1[C@@H:11]([O:12][C:13](=[O:15])[CH3:14])[C@H:10]([OH:16])[C@H:9]([OH:17])[C@@H:8]([C:18]2[CH:27]=[CH:26][C:25]3[C:20](=[CH:21][CH:22]=[C:23]([O:28][S:38]([C:37]([F:56])([F:55])[F:36])(=[O:40])=[O:39])[CH:24]=3)[CH:19]=2)[O:7]1)(=[O:3])[CH3:2]. The catalyst class is: 2. (3) Reactant: Cl[Si](C)(C)C.[N:6]1[CH:11]=[CH:10][CH:9]=[CH:8][CH:7]=1.Cl[S:13]([C:16]1[CH:25]=[CH:24][CH:23]=[CH:22][C:17]=1[C:18]([O:20][CH3:21])=[O:19])(=[O:15])=[O:14].Cl. Product: [CH3:21][O:20][C:18]([C:17]1[CH:22]=[CH:23][CH:24]=[CH:25][C:16]=1[S:13]([NH:6][C:11]1[CH:10]=[CH:9][C:8]2[CH2:25][CH2:24][CH2:23][CH2:22][C:7]=2[C:17]=1[C:18]([O:20][CH3:21])=[O:19])(=[O:15])=[O:14])=[O:19]. The catalyst class is: 4. (4) Reactant: [NH2:1][C:2]1[C:3]([C:9]([NH:11][NH2:12])=[O:10])=[N:4][C:5]([Br:8])=[CH:6][N:7]=1.CN(C(ON1N=NC2C=CC=CC1=2)=[N+](C)C)C.[B-](F)(F)(F)F.[C:35]([O:39][C:40]([NH:42][CH2:43][C:44]1[CH:45]=[C:46]([CH:50]=[CH:51][CH:52]=1)[C:47](O)=O)=[O:41])([CH3:38])([CH3:37])[CH3:36].CCN(C(C)C)C(C)C.BrP(Br)(C1C=CC=CC=1)(C1C=CC=CC=1)C1C=CC=CC=1. Product: [NH2:1][C:2]1[C:3]([C:9]2[O:10][C:47]([C:46]3[CH:45]=[C:44]([CH:52]=[CH:51][CH:50]=3)[CH2:43][NH:42][C:40](=[O:41])[O:39][C:35]([CH3:38])([CH3:36])[CH3:37])=[N:12][N:11]=2)=[N:4][C:5]([Br:8])=[CH:6][N:7]=1. The catalyst class is: 39. (5) Reactant: [F:1][CH:2]([F:56])[C:3]1[C:11]2[C:10]([F:13])([F:12])[CH2:9][CH2:8][C:7]([F:15])([F:14])[C:6]=2[N:5]([CH2:16][C:17]([NH:19][C@H:20]([C:30]2[C:35]([C:36]3[CH:37]=[CH:38][C:39]([F:45])=[C:40]([CH:44]=3)[C:41]([NH2:43])=[O:42])=[CH:34][N:33]=[C:32]([N:46]3[CH2:55][CH2:54][C:49]4(OCC[O:50]4)[CH2:48][CH2:47]3)[N:31]=2)[CH2:21][C:22]2[CH:27]=[C:26]([F:28])[CH:25]=[C:24]([F:29])[CH:23]=2)=[O:18])[N:4]=1.Cl. Product: [F:56][CH:2]([F:1])[C:3]1[C:11]2[C:10]([F:12])([F:13])[CH2:9][CH2:8][C:7]([F:14])([F:15])[C:6]=2[N:5]([CH2:16][C:17]([NH:19][C@H:20]([C:30]2[C:35]([C:36]3[CH:37]=[CH:38][C:39]([F:45])=[C:40]([CH:44]=3)[C:41]([NH2:43])=[O:42])=[CH:34][N:33]=[C:32]([N:46]3[CH2:47][CH2:48][C:49](=[O:50])[CH2:54][CH2:55]3)[N:31]=2)[CH2:21][C:22]2[CH:27]=[C:26]([F:28])[CH:25]=[C:24]([F:29])[CH:23]=2)=[O:18])[N:4]=1. The catalyst class is: 1.